This data is from Full USPTO retrosynthesis dataset with 1.9M reactions from patents (1976-2016). The task is: Predict the reactants needed to synthesize the given product. (1) Given the product [NH4+:7].[CH3:6][N:7]1[C:8](=[O:13])[CH:9]=[CH:10][C:11]([S:2]([O-:5])(=[O:4])=[O:3])=[CH:12]1, predict the reactants needed to synthesize it. The reactants are: Cl[S:2]([OH:5])(=[O:4])=[O:3].[CH3:6][N:7]1[CH:12]=[CH:11][CH:10]=[CH:9][C:8]1=[O:13]. (2) Given the product [NH2:15][CH:8]([CH2:9][CH2:41][CH2:40][OH:39])[CH2:1][OH:2].[ClH:35].[OH:18][C:17]([CH:19]([C:21]1[CH:34]=[CH:33][CH:32]=[C:23]([C:24]([C:26]2[CH:27]=[CH:28][CH:29]=[CH:30][CH:31]=2)=[O:25])[CH:22]=1)[CH3:20])=[O:16], predict the reactants needed to synthesize it. The reactants are: [C:1]([C:8]([NH2:15])(O)[CH2:9]CCCO)(OC(C)(C)C)=[O:2].[OH:16][C:17]([CH:19]([C:21]1[CH:34]=[CH:33][CH:32]=[C:23]([C:24]([C:26]2[CH:31]=[CH:30][CH:29]=[CH:28][CH:27]=2)=[O:25])[CH:22]=1)[CH3:20])=[O:18].[ClH:35].C([O:39][CH2:40][CH3:41])(=O)C.CCCCCC. (3) Given the product [CH2:16]([O:15][C:11]1[CH:12]=[C:13]2[C:8](=[CH:9][CH:10]=1)[N:7]([CH:23]([CH3:25])[CH3:24])[C:6]([C:4]([OH:5])=[O:3])=[CH:14]2)[C:17]1[CH:22]=[CH:21][CH:20]=[CH:19][CH:18]=1, predict the reactants needed to synthesize it. The reactants are: C([O:3][C:4]([C:6]1[N:7]([CH:23]([CH3:25])[CH3:24])[C:8]2[C:13]([CH:14]=1)=[CH:12][C:11]([O:15][CH2:16][C:17]1[CH:22]=[CH:21][CH:20]=[CH:19][CH:18]=1)=[CH:10][CH:9]=2)=[O:5])C.[OH-].[Li+].O.CO.